Dataset: Peptide-MHC class I binding affinity with 185,985 pairs from IEDB/IMGT. Task: Regression. Given a peptide amino acid sequence and an MHC pseudo amino acid sequence, predict their binding affinity value. This is MHC class I binding data. (1) The peptide sequence is HMYISKKAK. The MHC is HLA-B08:01 with pseudo-sequence HLA-B08:01. The binding affinity (normalized) is 0.0159. (2) The peptide sequence is LSEEIGLDL. The MHC is HLA-A03:01 with pseudo-sequence HLA-A03:01. The binding affinity (normalized) is 0.0847.